From a dataset of Forward reaction prediction with 1.9M reactions from USPTO patents (1976-2016). Predict the product of the given reaction. (1) Given the reactants [O:1]=[S:2]1(=[O:26])[C:7]2[CH:8]=[C:9]([O:12][C:13]3[CH:14]=[C:15]([CH:20]=[CH:21][CH:22]=3)[C:16]([NH:18][NH2:19])=[O:17])[CH:10]=[CH:11][C:6]=2[N:5]2[CH2:23][CH2:24][CH2:25][C:4]2=[N:3]1.[C:27](N1C=CN=C1)(N1C=CN=C1)=[O:28].CCN(CC)CC.Cl, predict the reaction product. The product is: [O:26]=[S:2]1(=[O:1])[C:7]2[CH:8]=[C:9]([O:12][C:13]3[CH:14]=[C:15]([C:16]4[O:17][C:27](=[O:28])[NH:19][N:18]=4)[CH:20]=[CH:21][CH:22]=3)[CH:10]=[CH:11][C:6]=2[N:5]2[CH2:23][CH2:24][CH2:25][C:4]2=[N:3]1. (2) The product is: [CH2:22]([O:21][C:19]([CH:18]1[C:4](=[O:26])[C:5]([CH3:24])([CH3:25])[CH:6]([CH2:7][C:8]2[CH:9]=[CH:10][CH:11]=[CH:12][CH:13]=2)[NH:16][CH2:17]1)=[O:20])[CH3:23]. Given the reactants C(O[C:4](=[O:26])[C:5]([CH3:25])([CH3:24])[CH:6]([NH:16][CH2:17][CH2:18][C:19]([O:21][CH2:22][CH3:23])=[O:20])[CH2:7][C:8]1[CH:13]=[CH:12][C:11](OC)=[CH:10][CH:9]=1)C.[Na].O.Cl, predict the reaction product. (3) Given the reactants [F:1][C:2]1[CH:3]=[C:4]([CH:6]=[CH:7][C:8]=1[Br:9])[NH2:5].[C:10]([O-])(O)=[O:11].[Na+].ClC(Cl)(OC(=O)OC(Cl)(Cl)Cl)Cl, predict the reaction product. The product is: [F:1][C:2]1[CH:3]=[C:4]([N:5]=[C:10]=[O:11])[CH:6]=[CH:7][C:8]=1[Br:9].